From a dataset of Reaction yield outcomes from USPTO patents with 853,638 reactions. Predict the reaction yield, written as a fraction of the theoretical maximum amount of product (1.0 means a 100% yield; for example, 0.34 means a 34% yield). (1) The reactants are [NH2:1][C:2]1[C:3](=[O:18])[NH:4][C:5](=[S:17])[N:6]([C:9]2[CH:14]=[CH:13][CH:12]=[C:11]([CH2:15][CH3:16])[CH:10]=2)[C:7]=1[NH2:8].[CH:19](O)=O. No catalyst specified. The product is [CH2:15]([C:11]1[CH:10]=[C:9]([N:6]2[C:7]3[N:8]=[CH:19][NH:1][C:2]=3[C:3](=[O:18])[NH:4][C:5]2=[S:17])[CH:14]=[CH:13][CH:12]=1)[CH3:16]. The yield is 0.270. (2) The reactants are [CH:1]([C:3]1[C:4]([O:14][CH2:15][C:16]2[CH:42]=[CH:41][C:19]([O:20][CH2:21][C:22]3[N:23]=[C:24]([C:29]4[CH:34]=[CH:33][C:32]([CH2:35][C:36]([O:38][CH2:39][CH3:40])=[O:37])=[CH:31][CH:30]=4)[O:25][C:26]=3[CH2:27]C)=[C:18]([O:43][CH3:44])[CH:17]=2)=[N:5][N:6]([C:8]2[CH:13]=[CH:12][CH:11]=[CH:10][CH:9]=2)[CH:7]=1)=O.Cl.[Cl-].[CH2:47]([N:49]1[C:53]([CH2:54][P+](C2C=CC=CC=2)(C2C=CC=CC=2)C2C=CC=CC=2)=[CH:52][N:51]=[CH:50]1)[CH3:48].C(=O)([O-])[O-].[K+].[K+].CN(C)C=O. The catalyst is O. The product is [CH2:47]([N:49]1[C:53](/[CH:54]=[CH:1]\[C:3]2[C:4]([O:14][CH2:15][C:16]3[CH:42]=[CH:41][C:19]([O:20][CH2:21][C:22]4[N:23]=[C:24]([C:29]5[CH:30]=[CH:31][C:32]([CH2:35][C:36]([O:38][CH2:39][CH3:40])=[O:37])=[CH:33][CH:34]=5)[O:25][C:26]=4[CH3:27])=[C:18]([O:43][CH3:44])[CH:17]=3)=[N:5][N:6]([C:8]3[CH:13]=[CH:12][CH:11]=[CH:10][CH:9]=3)[CH:7]=2)=[CH:52][N:51]=[CH:50]1)[CH3:48]. The yield is 0.200. (3) The reactants are [NH:1]1[C:9]2[C:4](=[CH:5][C:6]([C:10](=[O:12])[CH3:11])=[CH:7][CH:8]=2)[CH:3]=[CH:2]1.IC.[C:15](=O)([O-])[O-].[Cs+].[Cs+]. No catalyst specified. The product is [CH3:15][N:1]1[C:9]2[C:4](=[CH:5][C:6]([C:10](=[O:12])[CH3:11])=[CH:7][CH:8]=2)[CH:3]=[CH:2]1. The yield is 0.510. (4) The reactants are [CH3:1][CH:2]([CH2:4][CH2:5][CH2:6][C@H:7]([C@@H:9]1[C@:26]2([CH3:27])[C@H:12]([C@H:13]3[C@H:23]([CH2:24][CH2:25]2)[C@:21]2([CH3:22])[C:16]([CH2:17][C@@H:18]([N:28](S(C4C=CC=CC=4[N+]([O-])=O)(=O)=O)[CH2:29][CH2:30][CH2:31][NH:32][C:33](=[O:57])[CH2:34][CH2:35][NH:36][C:37](=[O:56])[CH2:38][CH2:39][CH2:40][CH2:41][CH2:42][NH:43][C:44]4[C:49]5=[N:50][O:51][N:52]=[C:48]5[C:47]([N+:53]([O-:55])=[O:54])=[CH:46][CH:45]=4)[CH2:19][CH2:20]2)=[CH:15][CH2:14]3)[CH2:11][CH2:10]1)[CH3:8])[CH3:3].C([O-])([O-])=O.[K+].[K+].C1(S)C=CC=CC=1. The product is [CH3:3][CH:2]([CH2:4][CH2:5][CH2:6][C@H:7]([C@@H:9]1[C@:26]2([CH3:27])[C@H:12]([C@H:13]3[C@H:23]([CH2:24][CH2:25]2)[C@:21]2([CH3:22])[C:16]([CH2:17][C@@H:18]([NH:28][CH2:29][CH2:30][CH2:31][NH:32][C:33](=[O:57])[CH2:34][CH2:35][NH:36][C:37](=[O:56])[CH2:38][CH2:39][CH2:40][CH2:41][CH2:42][NH:43][C:44]4[C:49]5=[N:50][O:51][N:52]=[C:48]5[C:47]([N+:53]([O-:55])=[O:54])=[CH:46][CH:45]=4)[CH2:19][CH2:20]2)=[CH:15][CH2:14]3)[CH2:11][CH2:10]1)[CH3:8])[CH3:1]. The catalyst is CN(C)C=O.O1CCCC1. The yield is 0.320. (5) The reactants are CC(C)([O-])C.[K+].[CH3:7][N+:8]([O-:10])=[O:9].C1([O:17][C:18](=O)[C:19]2[CH:24]=[CH:23][C:22]([S:25]([CH3:28])(=[O:27])=[O:26])=[CH:21][CH:20]=2)C=CC=CC=1.NC(N)=O.Cl. The catalyst is CS(C)=O.O. The product is [CH3:28][S:25]([C:22]1[CH:23]=[CH:24][C:19]([C:18](=[O:17])[CH2:7][N+:8]([O-:10])=[O:9])=[CH:20][CH:21]=1)(=[O:26])=[O:27]. The yield is 0.752. (6) The reactants are [OH:1][C:2]1[CH:7]=[CH:6][C:5]([C:8]23[NH:20][CH2:19][CH2:18][N:9]2[C:10](=[O:17])[C:11]2[N:12]([CH:14]=[CH:15][CH:16]=2)[CH2:13]3)=[CH:4][CH:3]=1.C(=O)([O-])[O-].[K+].[K+].Br[CH2:28][CH2:29][O:30][Si:31]([C:34]([CH3:37])([CH3:36])[CH3:35])([CH3:33])[CH3:32]. The catalyst is CN(C=O)C.[NH4+].[Cl-]. The product is [Si:31]([O:30][CH2:29][CH2:28][O:1][C:2]1[CH:7]=[CH:6][C:5]([C:8]23[NH:20][CH2:19][CH2:18][N:9]2[C:10](=[O:17])[C:11]2[N:12]([CH:14]=[CH:15][CH:16]=2)[CH2:13]3)=[CH:4][CH:3]=1)([C:34]([CH3:37])([CH3:36])[CH3:35])([CH3:33])[CH3:32]. The yield is 1.00.